Dataset: Peptide-MHC class I binding affinity with 185,985 pairs from IEDB/IMGT. Task: Regression. Given a peptide amino acid sequence and an MHC pseudo amino acid sequence, predict their binding affinity value. This is MHC class I binding data. The MHC is HLA-A29:02 with pseudo-sequence HLA-A29:02. The binding affinity (normalized) is 0.149. The peptide sequence is TYGIIVPVL.